Task: Predict the product of the given reaction.. Dataset: Forward reaction prediction with 1.9M reactions from USPTO patents (1976-2016) (1) Given the reactants [NH2:1][C:2]1[C:7]([F:8])=[CH:6][N:5]([CH:9]2[CH2:13][CH2:12][CH:11]([OH:14])[CH2:10]2)[C:4](=[O:15])[N:3]=1.[N+:16]([C:19]1[CH:27]=[CH:26][C:22]([C:23](O)=[O:24])=[CH:21][CH:20]=1)([O-:18])=[O:17], predict the reaction product. The product is: [NH2:1][C:2]1[C:7]([F:8])=[CH:6][N:5]([CH:9]2[CH2:13][CH2:12][CH:11]([O:14][C:23](=[O:24])[C:22]3[CH:21]=[CH:20][C:19]([N+:16]([O-:18])=[O:17])=[CH:27][CH:26]=3)[CH2:10]2)[C:4](=[O:15])[N:3]=1. (2) Given the reactants [CH:1]1[C:10]2[C:5](=[CH:6][CH:7]=[CH:8][CH:9]=2)[CH:4]=[CH:3][C:2]=1[C:11]1[C:12]2[C:17]([CH:18]=[C:19]3[C:24]=1[CH:23]=[CH:22][CH:21]=[CH:20]3)=[CH:16][CH:15]=[CH:14][CH:13]=2.[Br:25]N1C(=O)CCC1=O.O, predict the reaction product. The product is: [Br:25][C:18]1[C:19]2[C:24]([C:11]([C:2]3[CH:3]=[CH:4][C:5]4[C:10](=[CH:9][CH:8]=[CH:7][CH:6]=4)[CH:1]=3)=[C:12]3[C:17]=1[CH:16]=[CH:15][CH:14]=[CH:13]3)=[CH:23][CH:22]=[CH:21][CH:20]=2. (3) Given the reactants C[N:2]([CH:4]=[C:5]1[CH2:11][CH2:10][CH2:9][C:8]2[C:12]([F:27])=[C:13]([N:16]3[CH2:20][C@H:19]([CH2:21][NH:22][C:23](=[O:25])[CH3:24])[O:18][C:17]3=[O:26])[CH:14]=[CH:15][C:7]=2[C:6]1=O)C.O.[NH2:30]N, predict the reaction product. The product is: [F:27][C:12]1[C:8]2[CH2:9][CH2:10][CH2:11][C:5]3[CH:4]=[N:2][NH:30][C:6]=3[C:7]=2[CH:15]=[CH:14][C:13]=1[N:16]1[CH2:20][C@H:19]([CH2:21][NH:22][C:23](=[O:25])[CH3:24])[O:18][C:17]1=[O:26]. (4) Given the reactants [Cl:1][C:2]1[CH:3]=[C:4]([CH:20]=[CH:21][CH:22]=1)[CH2:5][NH:6][C:7](=[O:19])[C:8]1[CH:13]=[CH:12][C:11]([CH:14]=O)=[C:10]([N+:16]([O-])=O)[CH:9]=1.[N:23]1([CH2:28][CH2:29][NH2:30])[CH:27]=[CH:26][N:25]=[N:24]1.N1C2C(=CC=CC=2)C=N1, predict the reaction product. The product is: [Cl:1][C:2]1[CH:3]=[C:4]([CH:20]=[CH:21][CH:22]=1)[CH2:5][NH:6][C:7]([C:8]1[CH:13]=[CH:12][C:11]2[C:10]([CH:9]=1)=[N:16][N:30]([CH2:29][CH2:28][N:23]1[CH:27]=[CH:26][N:25]=[N:24]1)[CH:14]=2)=[O:19]. (5) Given the reactants Br[CH:2]([CH2:12][C:13]1[CH:18]=[CH:17][C:16]([N+:19]([O-:21])=[O:20])=[CH:15][CH:14]=1)[C:3]([C:5]1[CH:10]=[CH:9][C:8]([F:11])=[CH:7][CH:6]=1)=O.[NH2:22][C:23]([NH2:25])=[S:24].C([O-])(=O)C.[Na+], predict the reaction product. The product is: [F:11][C:8]1[CH:9]=[CH:10][C:5]([C:3]2[N:22]=[C:23]([NH2:25])[S:24][C:2]=2[CH2:12][C:13]2[CH:18]=[CH:17][C:16]([N+:19]([O-:21])=[O:20])=[CH:15][CH:14]=2)=[CH:6][CH:7]=1.